This data is from Forward reaction prediction with 1.9M reactions from USPTO patents (1976-2016). The task is: Predict the product of the given reaction. (1) Given the reactants [CH3:1][O:2][C:3]([C:5]1[S:6][C:7]([C:27]2[CH2:32][CH2:31][C:30]([CH3:34])([CH3:33])[CH2:29][CH:28]=2)=[CH:8][C:9]=1[N:10]([C@H:20]1[CH2:25][CH2:24][C@H:23]([OH:26])[CH2:22][CH2:21]1)[C:11]([C@H:13]1[CH2:18][CH2:17][C@H:16]([CH3:19])[CH2:15][CH2:14]1)=[O:12])=[O:4].C(N(C(C)C)C(C)C)C.[CH3:44][O:45][CH2:46]Cl, predict the reaction product. The product is: [CH3:1][O:2][C:3]([C:5]1[S:6][C:7]([C:27]2[CH2:32][CH2:31][C:30]([CH3:33])([CH3:34])[CH2:29][CH:28]=2)=[CH:8][C:9]=1[N:10]([C@H:20]1[CH2:25][CH2:24][C@H:23]([O:26][CH2:44][O:45][CH3:46])[CH2:22][CH2:21]1)[C:11]([C@H:13]1[CH2:18][CH2:17][C@H:16]([CH3:19])[CH2:15][CH2:14]1)=[O:12])=[O:4]. (2) Given the reactants C[O:2][C:3]([C:5]1[C:13]2[C:8](=[N:9][CH:10]=[C:11]([C:14]3[CH:19]=[CH:18][CH:17]=[CH:16][N:15]=3)[N:12]=2)[N:7]([CH2:20][O:21][CH2:22][CH2:23][Si:24]([CH3:27])([CH3:26])[CH3:25])[CH:6]=1)=[O:4].[OH-].[Na+].Cl, predict the reaction product. The product is: [N:15]1[CH:16]=[CH:17][CH:18]=[CH:19][C:14]=1[C:11]1[N:12]=[C:13]2[C:5]([C:3]([OH:4])=[O:2])=[CH:6][N:7]([CH2:20][O:21][CH2:22][CH2:23][Si:24]([CH3:27])([CH3:26])[CH3:25])[C:8]2=[N:9][CH:10]=1. (3) Given the reactants [CH:1]([O:8][CH2:9][CH3:10])(OCC)OCC.C(O[C@@H:15]1[C@H:21]2[C@H:22]3[C@H:31]([CH2:32][CH2:33][C@:18]2([CH2:19][CH3:20])[C:17](=[O:35])[CH2:16]1)[C@@H:30]1[C:25](=[CH:26]C(=O)[CH2:28][CH2:29]1)[CH2:24][CH2:23]3)(=O)C.C(=O)([O-])[O-].[K+].[K+], predict the reaction product. The product is: [CH2:9]([O:8][C:1]1[CH2:28][CH2:29][C@H:30]2[C:25](=[CH:24][CH2:23][C@@H:22]3[C@@H:31]2[CH2:32][CH2:33][C@@:18]2([CH2:19][CH3:20])[C@H:21]3[CH:15]=[CH:16][C:17]2=[O:35])[CH:26]=1)[CH3:10]. (4) The product is: [C:1](/[C:3](=[CH:8]\[C:9]1[CH:14]=[CH:13][CH:12]=[C:11]([NH:15][C:16]2[C:24]3[C:19](=[N:20][CH:21]=[CH:22][C:23]=3[O:25][C:26]3[CH:27]=[CH:28][C:29]([O:32][C:33]4[CH:38]=[CH:37][CH:36]=[CH:35][CH:34]=4)=[CH:30][CH:31]=3)[NH:18][N:17]=2)[CH:10]=1)/[C:4]([NH:6][CH3:7])=[O:5])#[N:2]. Given the reactants [C:1](/[C:3](=[CH:8]\[C:9]1[CH:14]=[CH:13][CH:12]=[C:11]([NH:15][C:16]2[C:24]3[C:19](=[N:20][CH:21]=[CH:22][C:23]=3[O:25][C:26]3[CH:31]=[CH:30][C:29]([O:32][C:33]4[CH:38]=[CH:37][CH:36]=[CH:35][CH:34]=4)=[CH:28][CH:27]=3)[N:18](CC3C=CC(OC)=CC=3)[N:17]=2)[CH:10]=1)/[C:4]([NH:6][CH3:7])=[O:5])#[N:2].C(O)(C(F)(F)F)=O, predict the reaction product. (5) Given the reactants C([N:8]1[CH2:13][CH2:12][N:11]([CH2:14][C:15]([N:17]2[CH2:22][CH2:21][CH:20]([NH:23][C:24]([NH:26][C:27]3[CH:32]=[CH:31][C:30]([O:33][C:34]([F:37])([F:36])[F:35])=[CH:29][CH:28]=3)=[O:25])[CH2:19][CH2:18]2)=[O:16])[CH2:10][CH2:9]1)C1C=CC=CC=1, predict the reaction product. The product is: [N:11]1([CH2:14][C:15]([N:17]2[CH2:18][CH2:19][CH:20]([NH:23][C:24]([NH:26][C:27]3[CH:32]=[CH:31][C:30]([O:33][C:34]([F:37])([F:35])[F:36])=[CH:29][CH:28]=3)=[O:25])[CH2:21][CH2:22]2)=[O:16])[CH2:12][CH2:13][NH:8][CH2:9][CH2:10]1. (6) Given the reactants [NH2:1][C:2]1[CH:3]=[N:4][CH:5]=[CH:6][C:7]=1[C:8]1[N:17]=[CH:16][C:15]2[N:14]([CH3:18])[C:13](=[O:19])[C@@H:12]([CH2:20][CH3:21])[N:11]([CH:22]([CH3:24])[CH3:23])[C:10]=2[N:9]=1.[C:25](Cl)(=[O:27])[CH3:26].C(O)(C(F)(F)F)=O, predict the reaction product. The product is: [CH2:20]([C@H:12]1[N:11]([CH:22]([CH3:23])[CH3:24])[C:10]2[N:9]=[C:8]([C:7]3[CH:6]=[CH:5][N:4]=[CH:3][C:2]=3[NH:1][C:25](=[O:27])[CH3:26])[N:17]=[CH:16][C:15]=2[N:14]([CH3:18])[C:13]1=[O:19])[CH3:21]. (7) Given the reactants C([Li])CCC.[C:6]1([C:12]#[CH:13])[CH:11]=[CH:10][CH:9]=[CH:8][CH:7]=1.[N:14]1C=CC=C[C:15]=1OC#N, predict the reaction product. The product is: [C:6]1([C:12]#[C:13][C:15]#[N:14])[CH:11]=[CH:10][CH:9]=[CH:8][CH:7]=1. (8) Given the reactants [CH3:1][N:2]1[C@H:11]2[CH2:12][C:13]3[C:14](=[CH:15][C:16]([O:20][CH3:21])=[C:17]([OH:19])[CH:18]=3)[C:9]3[C:10]2=[C:5]([CH:6]=[C:7]([OH:24])[C:8]=3[O:22][CH3:23])[CH2:4][CH2:3]1.[CH2:25](Br)[CH:26]=[CH2:27], predict the reaction product. The product is: [CH3:1][N:2]([CH2:27][CH:26]=[CH2:25])[CH2:3][CH2:4][C:5]1[C:10]2[CH:11]=[CH:12][C:13]3[C:14]([C:9]=2[C:8]([O:22][CH3:23])=[C:7]([OH:24])[CH:6]=1)=[CH:15][C:16]([O:20][CH3:21])=[C:17]([OH:19])[CH:18]=3. (9) Given the reactants C([Li])CCC.Br[C:7]1[CH:12]=[C:11]([CH2:13][O:14][CH:15]2[CH2:20][CH2:19][CH2:18][CH2:17][O:16]2)[CH:10]=[CH:9][C:8]=1[CH2:21][O:22][CH:23]1[CH2:28][CH2:27][CH2:26][CH2:25][O:24]1.[C:29](=[O:31])=[O:30].[Cl-].[NH4+], predict the reaction product. The product is: [O:24]1[CH2:25][CH2:26][CH2:27][CH2:28][CH:23]1[O:22][CH2:21][C:8]1[CH:9]=[CH:10][C:11]([CH2:13][O:14][CH:15]2[CH2:20][CH2:19][CH2:18][CH2:17][O:16]2)=[CH:12][C:7]=1[C:29]([OH:31])=[O:30].